From a dataset of Reaction yield outcomes from USPTO patents with 853,638 reactions. Predict the reaction yield, written as a fraction of the theoretical maximum amount of product (1.0 means a 100% yield; for example, 0.34 means a 34% yield). (1) The reactants are [F:1][C:2]1[CH:3]=[C:4]([C:11](=[O:13])[CH3:12])[CH:5]=[C:6]([F:10])[C:7]=1[S:8][CH3:9].[Br:14]Br.O. The catalyst is Br.C(O)(=O)C. The product is [Br:14][CH2:12][C:11]([C:4]1[CH:3]=[C:2]([F:1])[C:7]([S:8][CH3:9])=[C:6]([F:10])[CH:5]=1)=[O:13]. The yield is 0.860. (2) The reactants are [O:1]1[CH:5]=[N:4][N:3]=[C:2]1[C:6]1[CH:11]=[CH:10][C:9]([OH:12])=[CH:8][CH:7]=1.C(N(CC)CC)C.[S:20](Cl)([C:23]([F:26])([F:25])[F:24])(=[O:22])=[O:21].CCOC(C)=O. The catalyst is C(Cl)Cl. The product is [F:24][C:23]([F:26])([F:25])[S:20]([O:12][C:9]1[CH:10]=[CH:11][C:6]([C:2]2[O:1][CH:5]=[N:4][N:3]=2)=[CH:7][CH:8]=1)(=[O:22])=[O:21]. The yield is 1.02.